Regression. Given a peptide amino acid sequence and an MHC pseudo amino acid sequence, predict their binding affinity value. This is MHC class I binding data. From a dataset of Peptide-MHC class I binding affinity with 185,985 pairs from IEDB/IMGT. (1) The peptide sequence is TMLVRQMTK. The MHC is HLA-B18:01 with pseudo-sequence HLA-B18:01. The binding affinity (normalized) is 0.0847. (2) The peptide sequence is FTSDYPFYV. The MHC is HLA-A02:03 with pseudo-sequence HLA-A02:03. The binding affinity (normalized) is 0.874. (3) The peptide sequence is ALFEDYPGC. The MHC is HLA-A30:01 with pseudo-sequence HLA-A30:01. The binding affinity (normalized) is 0.0847. (4) The peptide sequence is RVYVAQKRK. The MHC is HLA-B08:03 with pseudo-sequence HLA-B08:03. The binding affinity (normalized) is 0.0847. (5) The peptide sequence is WQMDCTHLEG. The MHC is Mamu-A2201 with pseudo-sequence Mamu-A2201. The binding affinity (normalized) is 0. (6) The peptide sequence is VFGTAYGVLF. The MHC is HLA-A23:01 with pseudo-sequence HLA-A23:01. The binding affinity (normalized) is 0.673. (7) The peptide sequence is YLIRALTL. The MHC is HLA-A02:02 with pseudo-sequence HLA-A02:02. The binding affinity (normalized) is 0.503.